From a dataset of Reaction yield outcomes from USPTO patents with 853,638 reactions. Predict the reaction yield, written as a fraction of the theoretical maximum amount of product (1.0 means a 100% yield; for example, 0.34 means a 34% yield). (1) The yield is 0.900. The reactants are C[O:2][C:3]1[CH:4]=[CH:5][C:6]2[CH:10]=[CH:9][S:8][C:7]=2[CH:11]=1.[Li][CH2:13][CH2:14]CC.C(I)C. The product is [CH2:13]([C:9]1[S:8][C:7]2[CH:11]=[C:3]([OH:2])[CH:4]=[CH:5][C:6]=2[CH:10]=1)[CH3:14]. No catalyst specified. (2) The reactants are [OH:1][N:2]=[C:3](Cl)[C:4]1[C:8]([NH:9][CH2:10][CH2:11][O:12][CH3:13])=[N:7][O:6][N:5]=1.FC(F)(F)C(O)=O.[Br:22][C:23]1[CH:24]=[C:25]([CH2:28][NH2:29])[O:26][CH:27]=1.C(N(CC)CC)C. The catalyst is C(O)C. The product is [Br:22][C:23]1[CH:24]=[C:25]([CH2:28][NH:29][C:3]([C:4]2[C:8]([NH:9][CH2:10][CH2:11][O:12][CH3:13])=[N:7][O:6][N:5]=2)=[N:2][OH:1])[O:26][CH:27]=1. The yield is 1.00. (3) The yield is 0.900. No catalyst specified. The reactants are CO[CH:3]([O:15][CH3:16])[C:4]1[C:9](CO)=[CH:8][C:7]2[O:12][CH2:13][O:14][C:6]=2[CH:5]=1.[CH3:17][O:18][C:19]([C:21]#[C:22][C:23]([O:25][CH3:26])=[O:24])=[O:20].CC(O)=O. The product is [O:15]1[CH:16]2[C:9]3[C:4]([CH:3]1[C:22]([C:23]([O:25][CH3:26])=[O:24])=[C:21]2[C:19]([O:18][CH3:17])=[O:20])=[CH:5][C:6]1[O:14][CH2:13][O:12][C:7]=1[CH:8]=3.